Predict the product of the given reaction. From a dataset of Forward reaction prediction with 1.9M reactions from USPTO patents (1976-2016). (1) Given the reactants [CH:1]1([CH2:4][O:5][C:6]2[CH:11]=[CH:10][C:9]([CH3:12])=[C:8]([N+:13]([O-:15])=[O:14])[CH:7]=2)[CH2:3][CH2:2]1.[Br:16]N1C(=O)CCC1=O, predict the reaction product. The product is: [Br:16][CH2:12][C:9]1[CH:10]=[CH:11][C:6]([O:5][CH2:4][CH:1]2[CH2:3][CH2:2]2)=[CH:7][C:8]=1[N+:13]([O-:15])=[O:14]. (2) Given the reactants [Cl:1][C:2]1[N:7]=[C:6]([Cl:8])[CH:5]=[C:4]([C:9]2[CH:14]=[CH:13][CH:12]=[CH:11][CH:10]=2)[N:3]=1.[CH2:15]([N:17](CC)CC)C.CN, predict the reaction product. The product is: [Cl:1][C:2]1[N:7]=[C:6]([NH:17][CH3:15])[CH:5]=[C:4]([C:9]2[CH:14]=[CH:13][CH:12]=[CH:11][CH:10]=2)[N:3]=1.[Cl:8][C:6]1[CH:5]=[C:4]([C:9]2[CH:14]=[CH:13][CH:12]=[CH:11][CH:10]=2)[N:3]=[C:2]([NH:17][CH3:15])[N:7]=1. (3) Given the reactants [F:1][C:2]1[C:7]([F:8])=[CH:6][CH:5]=[CH:4][C:3]=1[C:9]1[N:35]=[C:12]2[CH:13]=[N:14][N:15]([CH2:17][C:18]3[N:23]=[N:22][C:21]([C:24]4[CH:29]=[CH:28][C:27]([OH:30])=[CH:26][C:25]=4[C:31]([F:34])([F:33])[F:32])=[CH:20][CH:19]=3)[CH:16]=[C:11]2[N:10]=1.Br[CH2:37][CH:38]1[CH2:43][CH2:42][O:41][CH2:40][CH2:39]1, predict the reaction product. The product is: [F:1][C:2]1[C:7]([F:8])=[CH:6][CH:5]=[CH:4][C:3]=1[C:9]1[N:35]=[C:12]2[CH:13]=[N:14][N:15]([CH2:17][C:18]3[N:23]=[N:22][C:21]([C:24]4[CH:29]=[CH:28][C:27]([O:30][CH2:37][CH:38]5[CH2:43][CH2:42][O:41][CH2:40][CH2:39]5)=[CH:26][C:25]=4[C:31]([F:33])([F:34])[F:32])=[CH:20][CH:19]=3)[CH:16]=[C:11]2[N:10]=1. (4) Given the reactants [Br:1][C:2]1[CH:11]=[CH:10][C:9]([S:12](Cl)(=[O:14])=[O:13])=[C:8]2[C:3]=1[CH:4]=[CH:5][N:6]=[CH:7]2.[F:16][C:17]([F:22])([F:21])[C@@H:18]([NH2:20])[CH3:19], predict the reaction product. The product is: [Br:1][C:2]1[CH:11]=[CH:10][C:9]([S:12]([NH:20][C@@H:18]([CH3:19])[C:17]([F:22])([F:21])[F:16])(=[O:14])=[O:13])=[C:8]2[C:3]=1[CH:4]=[CH:5][N:6]=[CH:7]2.